Predict the reactants needed to synthesize the given product. From a dataset of Full USPTO retrosynthesis dataset with 1.9M reactions from patents (1976-2016). (1) Given the product [CH3:12][O:11][C:9]1[CH:8]=[CH:7][C:5]2[N:6]=[C:2]([NH:14][C@@H:15]3[CH2:20][CH2:19][CH2:18][CH2:17][C@H:16]3[OH:21])[S:3][C:4]=2[CH:10]=1, predict the reactants needed to synthesize it. The reactants are: Cl[C:2]1[S:3][C:4]2[CH:10]=[C:9]([O:11][CH3:12])[CH:8]=[CH:7][C:5]=2[N:6]=1.Cl.[NH2:14][C@@H:15]1[CH2:20][CH2:19][CH2:18][CH2:17][C@H:16]1[OH:21].CCN(C(C)C)C(C)C. (2) Given the product [CH2:1]([O:8][N:9]1[C:10](=[O:11])[C:12]2[CH:17]=[C:16]([F:18])[C:15]([Cl:19])=[N:14][C:13]=2[N:30]([C:27]2[CH:28]=[CH:29][C:24]([F:23])=[CH:25][CH:26]=2)[C:31]1=[O:32])[C:2]1[CH:7]=[CH:6][CH:5]=[CH:4][CH:3]=1, predict the reactants needed to synthesize it. The reactants are: [CH2:1]([O:8][NH:9][C:10]([C:12]1[C:13](Cl)=[N:14][C:15]([Cl:19])=[C:16]([F:18])[CH:17]=1)=[O:11])[C:2]1[CH:7]=[CH:6][CH:5]=[CH:4][CH:3]=1.[H-].[Na+].[F:23][C:24]1[CH:29]=[CH:28][C:27]([N:30]=[C:31]=[O:32])=[CH:26][CH:25]=1. (3) The reactants are: [CH3:1][C:2]([O:5][C:6]([N:8]1[CH2:13][CH:12]=[C:11]([C:14]2[CH:19]=[CH:18][C:17]([NH2:20])=[CH:16][C:15]=2[F:21])[CH2:10][CH2:9]1)=[O:7])([CH3:4])[CH3:3]. Given the product [CH3:4][C:2]([O:5][C:6]([N:8]1[CH2:9][CH2:10][CH:11]([C:14]2[CH:19]=[CH:18][C:17]([NH2:20])=[CH:16][C:15]=2[F:21])[CH2:12][CH2:13]1)=[O:7])([CH3:1])[CH3:3], predict the reactants needed to synthesize it.